From a dataset of NCI-60 drug combinations with 297,098 pairs across 59 cell lines. Regression. Given two drug SMILES strings and cell line genomic features, predict the synergy score measuring deviation from expected non-interaction effect. Drug 1: CCC1=CC2CC(C3=C(CN(C2)C1)C4=CC=CC=C4N3)(C5=C(C=C6C(=C5)C78CCN9C7C(C=CC9)(C(C(C8N6C)(C(=O)OC)O)OC(=O)C)CC)OC)C(=O)OC.C(C(C(=O)O)O)(C(=O)O)O. Drug 2: CC1=C2C(C(=O)C3(C(CC4C(C3C(C(C2(C)C)(CC1OC(=O)C(C(C5=CC=CC=C5)NC(=O)C6=CC=CC=C6)O)O)OC(=O)C7=CC=CC=C7)(CO4)OC(=O)C)O)C)OC(=O)C. Cell line: NCI-H226. Synergy scores: CSS=52.3, Synergy_ZIP=-4.57, Synergy_Bliss=-1.42, Synergy_Loewe=-3.77, Synergy_HSA=1.17.